From a dataset of Full USPTO retrosynthesis dataset with 1.9M reactions from patents (1976-2016). Predict the reactants needed to synthesize the given product. (1) Given the product [Br:22][C:9]1[CH:10]=[C:5]([C:1]([CH3:4])([CH3:2])[CH3:3])[C:6]([O:13][CH3:14])=[CH:7][C:8]=1[CH2:11][OH:12], predict the reactants needed to synthesize it. The reactants are: [C:1]([C:5]1[CH:10]=[CH:9][C:8]([CH2:11][OH:12])=[CH:7][C:6]=1[O:13][CH3:14])([CH3:4])([CH3:3])[CH3:2].C1C(=O)N([Br:22])C(=O)C1. (2) Given the product [CH3:1][S:2][C:3]1[CH:9]=[C:7]([NH2:8])[C:6]([NH2:10])=[CH:5][CH:4]=1, predict the reactants needed to synthesize it. The reactants are: [CH3:1][S:2][C:3]1[CH:4]=[CH:5][C:6]([N+:10]([O-])=O)=[C:7]([CH:9]=1)[NH2:8].[Sn](Cl)Cl. (3) Given the product [Br:1][C:2]1[CH:7]=[C:6]([CH3:8])[CH:5]=[C:4]2[C:3]=1[NH:9][CH:13]=[CH:12]2, predict the reactants needed to synthesize it. The reactants are: [Br:1][C:2]1[CH:7]=[C:6]([CH3:8])[CH:5]=[CH:4][C:3]=1[N+:9]([O-])=O.[CH:12]([Mg]Br)=[CH2:13]. (4) Given the product [F:1][C:2]1[CH:3]=[N:4][C:5]2[C:10]([C:11]=1[CH2:12][CH2:13][N:14]1[CH2:19][CH:18]3[CH:16]([CH:17]3[NH2:20])[CH2:15]1)=[N:9][C:8]([O:35][CH3:36])=[CH:7][CH:6]=2, predict the reactants needed to synthesize it. The reactants are: [F:1][C:2]1[CH:3]=[N:4][C:5]2[C:10]([C:11]=1[CH2:12][CH2:13][N:14]1[CH2:19][CH:18]3[CH:16]([CH:17]3[N:20](CC3C=CC=CC=3)CC3C=CC=CC=3)[CH2:15]1)=[N:9][C:8]([O:35][CH3:36])=[CH:7][CH:6]=2. (5) Given the product [CH2:13]([CH:10]1[CH2:9][CH2:8][N:7]([C:5](=[O:6])[C:4]([OH:20])=[O:3])[CH2:12][CH2:11]1)[C:14]1[CH:15]=[CH:16][CH:17]=[CH:18][CH:19]=1, predict the reactants needed to synthesize it. The reactants are: C([O:3][C:4](=[O:20])[C:5]([N:7]1[CH2:12][CH2:11][CH:10]([CH2:13][C:14]2[CH:19]=[CH:18][CH:17]=[CH:16][CH:15]=2)[CH2:9][CH2:8]1)=[O:6])C. (6) Given the product [CH3:1][CH:2]([CH3:38])[CH2:3][CH:4]([NH:6][C:7]([C:9]1[CH:37]=[CH:36][C:12]2[N:13]([CH2:16][C:17]3[CH:22]=[CH:21][C:20]([C:23]4[C:24]([C:29]([OH:31])=[O:30])=[CH:25][CH:26]=[CH:27][CH:28]=4)=[CH:19][CH:18]=3)[CH:14]=[N:15][C:11]=2[CH:10]=1)=[O:8])[CH3:5], predict the reactants needed to synthesize it. The reactants are: [CH3:1][CH:2]([CH3:38])[CH2:3][CH:4]([NH:6][C:7]([C:9]1[CH:37]=[CH:36][C:12]2[N:13]([CH2:16][C:17]3[CH:22]=[CH:21][C:20]([C:23]4[C:24]([C:29]([O:31]C(C)(C)C)=[O:30])=[CH:25][CH:26]=[CH:27][CH:28]=4)=[CH:19][CH:18]=3)[CH:14]=[N:15][C:11]=2[CH:10]=1)=[O:8])[CH3:5].C(O)(C(F)(F)F)=O. (7) Given the product [Cl:33][C:30]1[CH:31]=[CH:32][C:27]([C:11]2([CH:14]=[CH:15][C:16]3[CH:25]=[C:24]4[C:19]([C:20](=[O:26])[NH:21][CH:22]=[N:23]4)=[CH:18][CH:17]=3)[CH2:12][CH2:13][NH:8][CH2:9][CH2:10]2)=[CH:28][CH:29]=1, predict the reactants needed to synthesize it. The reactants are: C(OC([N:8]1[CH2:13][CH2:12][C:11]([C:27]2[CH:32]=[CH:31][C:30]([Cl:33])=[CH:29][CH:28]=2)([CH:14]=[CH:15][C:16]2[CH:25]=[C:24]3[C:19]([C:20](=[O:26])[NH:21][CH:22]=[N:23]3)=[CH:18][CH:17]=2)[CH2:10][CH2:9]1)=O)(C)(C)C.Cl.